This data is from NCI-60 drug combinations with 297,098 pairs across 59 cell lines. The task is: Regression. Given two drug SMILES strings and cell line genomic features, predict the synergy score measuring deviation from expected non-interaction effect. Drug 2: B(C(CC(C)C)NC(=O)C(CC1=CC=CC=C1)NC(=O)C2=NC=CN=C2)(O)O. Synergy scores: CSS=14.1, Synergy_ZIP=-0.239, Synergy_Bliss=-2.38, Synergy_Loewe=-25.4, Synergy_HSA=-3.28. Drug 1: CC(C)(C#N)C1=CC(=CC(=C1)CN2C=NC=N2)C(C)(C)C#N. Cell line: SF-268.